This data is from Reaction yield outcomes from USPTO patents with 853,638 reactions. The task is: Predict the reaction yield, written as a fraction of the theoretical maximum amount of product (1.0 means a 100% yield; for example, 0.34 means a 34% yield). (1) The reactants are [Cl:1][C:2]1[CH:22]=[CH:21][C:5]([CH2:6][N:7]2[CH:12]=[C:11]([C:13]3[CH:18]=[CH:17][C:16]([OH:19])=[CH:15][CH:14]=3)[CH:10]=[CH:9][C:8]2=[O:20])=[C:4]([F:23])[CH:3]=1.O[CH2:25][CH2:26][NH:27][C:28](=[O:34])[O:29][C:30]([CH3:33])([CH3:32])[CH3:31]. No catalyst specified. The product is [Cl:1][C:2]1[CH:22]=[CH:21][C:5]([CH2:6][N:7]2[C:8](=[O:20])[CH:9]=[CH:10][C:11]([C:13]3[CH:18]=[CH:17][C:16]([O:19][CH2:25][CH2:26][NH:27][C:28](=[O:34])[O:29][C:30]([CH3:33])([CH3:32])[CH3:31])=[CH:15][CH:14]=3)=[CH:12]2)=[C:4]([F:23])[CH:3]=1. The yield is 0.660. (2) The reactants are C(OC([N:6]1[CH:10]=[C:9]([C:11]2[C:12]3[CH:19]=[CH:18][N:17]([CH2:20][O:21][CH2:22][CH2:23][Si:24]([CH3:27])([CH3:26])[CH3:25])[C:13]=3[N:14]=[CH:15][N:16]=2)[CH:8]=[N:7]1)C)C.Cl.[OH-].[Na+]. The catalyst is C1COCC1.O. The product is [NH:6]1[CH:10]=[C:9]([C:11]2[C:12]3[CH:19]=[CH:18][N:17]([CH2:20][O:21][CH2:22][CH2:23][Si:24]([CH3:27])([CH3:26])[CH3:25])[C:13]=3[N:14]=[CH:15][N:16]=2)[CH:8]=[N:7]1. The yield is 0.739. (3) The reactants are [C:1]([Si:5]([CH3:8])([CH3:7])Cl)([CH3:4])([CH3:3])[CH3:2].Cl.[O:10]1[CH2:14][CH:13]([OH:15])[CH2:12][NH:11]1. The catalyst is CN(C=O)C. The product is [C:1]([Si:5]([CH3:8])([CH3:7])[O:15][CH:13]1[CH2:14][O:10][NH:11][CH2:12]1)([CH3:4])([CH3:3])[CH3:2]. The yield is 0.960. (4) The reactants are [Br:1][C:2]1[CH:3]=[C:4]([N:9]2[C:13](=[O:14])[O:12][N:11]=[C:10]2[C:15]2[C:19]([NH:20][CH2:21][CH2:22][O:23]C)=[N:18][O:17][N:16]=2)[CH:5]=[CH:6][C:7]=1[F:8].B(Br)(Br)Br.C(=O)(O)[O-].[Na+].CCCCCCC. The catalyst is ClCCl.O. The product is [Br:1][C:2]1[CH:3]=[C:4]([N:9]2[C:13](=[O:14])[O:12][N:11]=[C:10]2[C:15]2[C:19]([NH:20][CH2:21][CH2:22][OH:23])=[N:18][O:17][N:16]=2)[CH:5]=[CH:6][C:7]=1[F:8]. The yield is 0.940. (5) The reactants are [C:1]([C@H:5]1[CH2:10][CH2:9][C@H:8]([O:11][C:12]2[C:13]([C:31]([F:34])([F:33])[F:32])=[C:14]3[C:19](=[CH:20][CH:21]=2)[CH:18]=[C:17]([CH:22]([N+:28]([O-])=O)[CH2:23][CH2:24][C:25]([OH:27])=[O:26])[CH:16]=[CH:15]3)[CH2:7][CH2:6]1)([CH3:4])([CH3:3])[CH3:2].C(O)(=O)C. The catalyst is [Zn]. The product is [NH2:28][CH:22]([C:17]1[CH:16]=[CH:15][C:14]2[C:19](=[CH:20][CH:21]=[C:12]([O:11][C@H:8]3[CH2:9][CH2:10][C@H:5]([C:1]([CH3:4])([CH3:3])[CH3:2])[CH2:6][CH2:7]3)[C:13]=2[C:31]([F:33])([F:34])[F:32])[CH:18]=1)[CH2:23][CH2:24][C:25]([OH:27])=[O:26]. The yield is 0.260. (6) The reactants are [F:1][C:2]1[CH:11]=[C:10]2[C:5]([CH:6]([C:14]([OH:16])=[O:15])[CH2:7][C:8]([CH3:13])([CH3:12])[O:9]2)=[CH:4][CH:3]=1.[Si](C=[N+]=[N-])(C)(C)[CH3:18]. The catalyst is C(Cl)Cl.CO. The product is [F:1][C:2]1[CH:11]=[C:10]2[C:5]([CH:6]([C:14]([O:16][CH3:18])=[O:15])[CH2:7][C:8]([CH3:13])([CH3:12])[O:9]2)=[CH:4][CH:3]=1. The yield is 0.756. (7) The reactants are [NH2:1][C:2]1[C:11]2[C:6](=[C:7](Br)[CH:8]=[CH:9][CH:10]=2)[N:5]=[N:4][C:3]=1[C:13]([NH:15][CH2:16][CH2:17][CH3:18])=[O:14].[CH:19]1[C:28]2[C:23](=[CH:24][CH:25]=[CH:26][CH:27]=2)[CH:22]=[CH:21][C:20]=1B(O)O. No catalyst specified. The product is [NH2:1][C:2]1[C:11]2[C:6](=[C:7]([C:21]3[CH:20]=[CH:19][C:28]4[C:23](=[CH:24][CH:25]=[CH:26][CH:27]=4)[CH:22]=3)[CH:8]=[CH:9][CH:10]=2)[N:5]=[N:4][C:3]=1[C:13]([NH:15][CH2:16][CH2:17][CH3:18])=[O:14]. The yield is 0.869.